This data is from Forward reaction prediction with 1.9M reactions from USPTO patents (1976-2016). The task is: Predict the product of the given reaction. Given the reactants [OH:1][C:2]1[N:3]=[C:4]2[CH:14]=[C:13]([O:15][CH2:16][C:17]3[S:18][CH:19]=[C:20]([CH:22]([CH3:24])[CH3:23])[N:21]=3)[CH:12]=[CH:11][N:5]2[C:6](=[O:10])[C:7]=1[CH:8]=O.CN(C)C=O.[C:30]([O:34][C:35]([CH:37]=P(C1C=CC=CC=1)(C1C=CC=CC=1)C1C=CC=CC=1)=[O:36])([CH3:33])([CH3:32])[CH3:31], predict the reaction product. The product is: [OH:1][C:2]1[N:3]=[C:4]2[CH:14]=[C:13]([O:15][CH2:16][C:17]3[S:18][CH:19]=[C:20]([CH:22]([CH3:24])[CH3:23])[N:21]=3)[CH:12]=[CH:11][N:5]2[C:6](=[O:10])[C:7]=1/[CH:8]=[CH:37]/[C:35]([O:34][C:30]([CH3:31])([CH3:32])[CH3:33])=[O:36].